From a dataset of Catalyst prediction with 721,799 reactions and 888 catalyst types from USPTO. Predict which catalyst facilitates the given reaction. (1) Reactant: [NH2:1][C:2]1[CH:7]=[CH:6][C:5]([C:8]2[NH:12][C:11]3[CH:13]=[C:14]([C:17]4[CH:18]=[C:19]([NH2:24])[C:20]([NH2:23])=[CH:21][CH:22]=4)[CH:15]=[CH:16][C:10]=3[N:9]=2)=[CH:4][CH:3]=1.[CH:25](O)=O. Product: [NH:9]1[C:10]2[CH:16]=[CH:15][C:14]([C:17]3[CH:22]=[CH:21][C:20]4[NH:23][CH:25]=[N:24][C:19]=4[CH:18]=3)=[CH:13][C:11]=2[N:12]=[C:8]1[C:5]1[CH:4]=[CH:3][C:2]([NH2:1])=[CH:7][CH:6]=1. The catalyst class is: 6. (2) Reactant: C(O[CH:10]1[C@@:14]([O:16][C:17](=[O:24])[C:18]2[CH:23]=[CH:22][CH:21]=[CH:20][CH:19]=2)([CH3:15])[C@@H:13]([O:25][C:26](=[O:33])[C:27]2[CH:32]=[CH:31][CH:30]=[CH:29][CH:28]=2)[C@@H:12]([CH2:34][O:35][C:36](=[O:43])[C:37]2[CH:42]=[CH:41][CH:40]=[CH:39][CH:38]=2)[O:11]1)(=O)C1C=CC=CC=1.[NH2:44][C:45]1[N:53]=[C:52]2[C:48]([NH:49][CH:50]=[N:51]2)=[C:47]([NH2:54])[N:46]=1.C1CCN2C(=NCCC2)CC1.[Si](OS(C(F)(F)F)(=O)=O)(C)(C)C. The catalyst class is: 291. Product: [C:17]([O:16][C@:14]1([CH3:15])[C@H:13]([O:25][C:26](=[O:33])[C:27]2[CH:32]=[CH:31][CH:30]=[CH:29][CH:28]=2)[C@@H:12]([CH2:34][O:35][C:36](=[O:43])[C:37]2[CH:38]=[CH:39][CH:40]=[CH:41][CH:42]=2)[O:11][C@H:10]1[N:51]1[CH:50]=[N:49][C:48]2[C:52]1=[N:53][C:45]([NH2:44])=[N:46][C:47]=2[NH2:54])(=[O:24])[C:18]1[CH:23]=[CH:22][CH:21]=[CH:20][CH:19]=1.